From a dataset of Full USPTO retrosynthesis dataset with 1.9M reactions from patents (1976-2016). Predict the reactants needed to synthesize the given product. (1) Given the product [CH3:10][C:8]1[N:9]=[C:2]2[NH:12][N:13]=[CH:4][C:3]2=[CH:6][CH:7]=1, predict the reactants needed to synthesize it. The reactants are: Cl[C:2]1[N:9]=[C:8]([CH3:10])[CH:7]=[CH:6][C:3]=1[CH:4]=O.O.[NH2:12][NH2:13].O.C1(C)C=CC(S(O)(=O)=O)=CC=1.C(O)(=O)CC(CC(O)=O)(C(O)=O)O. (2) Given the product [CH3:1][O:2][C:3]([C:5]1[CH:14]=[C:13]([O:15][CH2:34][C:33](=[O:36])[NH:32][C:29]2[CH:28]=[CH:27][C:26]([O:25][CH2:24][C:23]([O:22][C:18]([CH3:21])([CH3:20])[CH3:19])=[O:37])=[CH:31][CH:30]=2)[C:12]2[C:7](=[CH:8][C:9]([Cl:17])=[CH:10][C:11]=2[Cl:16])[CH:6]=1)=[O:4], predict the reactants needed to synthesize it. The reactants are: [CH3:1][O:2][C:3]([C:5]1[CH:14]=[C:13]([OH:15])[C:12]2[C:7](=[CH:8][C:9]([Cl:17])=[CH:10][C:11]=2[Cl:16])[CH:6]=1)=[O:4].[C:18]([O:22][C:23](=[O:37])[CH2:24][O:25][C:26]1[CH:31]=[CH:30][C:29]([NH:32][C:33](=[O:36])[CH2:34]Cl)=[CH:28][CH:27]=1)([CH3:21])([CH3:20])[CH3:19]. (3) Given the product [F:1][C:2]1[CH:7]=[C:6]([F:8])[CH:5]=[CH:4][C:3]=1[C:9]1[C:14]([CH:15]([CH2:20][CH2:21][CH3:22])[C:16]([OH:18])=[O:17])=[C:13]([CH3:23])[N:12]=[C:11]([N:24]2[CH2:25][CH2:26][CH2:27][CH2:28][CH2:29]2)[N:10]=1, predict the reactants needed to synthesize it. The reactants are: [F:1][C:2]1[CH:7]=[C:6]([F:8])[CH:5]=[CH:4][C:3]=1[C:9]1[C:14]([CH:15]([CH2:20][CH2:21][CH3:22])[C:16]([O:18]C)=[O:17])=[C:13]([CH3:23])[N:12]=[C:11]([N:24]2[CH2:29][CH2:28][CH2:27][CH2:26][CH2:25]2)[N:10]=1.[OH-].[Na+].